Predict the reactants needed to synthesize the given product. From a dataset of Full USPTO retrosynthesis dataset with 1.9M reactions from patents (1976-2016). (1) Given the product [F:40][C:41]([F:46])([F:45])[C:42]([OH:44])=[O:43].[NH2:27][C@@H:12]1[CH2:11][C:10]2[N:9]=[CH:8][C:7]([NH:6][C:4](=[O:5])[C:3]3[C:35]([Cl:39])=[CH:36][CH:37]=[CH:38][C:2]=3[Cl:1])=[CH:16][C:15]=2[N:14]([S:17]([C:20]2[CH:21]=[C:22]([CH3:26])[CH:23]=[CH:24][CH:25]=2)(=[O:18])=[O:19])[CH2:13]1, predict the reactants needed to synthesize it. The reactants are: [Cl:1][C:2]1[CH:38]=[CH:37][CH:36]=[C:35]([Cl:39])[C:3]=1[C:4]([NH:6][C:7]1[CH:16]=[C:15]2[C:10]([CH2:11][C@@H:12]([NH:27]C(=O)OC(C)(C)C)[CH2:13][N:14]2[S:17]([C:20]2[CH:21]=[C:22]([CH3:26])[CH:23]=[CH:24][CH:25]=2)(=[O:19])=[O:18])=[N:9][CH:8]=1)=[O:5].[F:40][C:41]([F:46])([F:45])[C:42]([OH:44])=[O:43]. (2) Given the product [Cl:1][C:2]1[N:10]=[C:9]([NH:24][C:23]2[CH:22]=[CH:21][C:20]([N:17]3[CH2:16][CH2:15][N:14]([CH3:13])[CH2:19][CH2:18]3)=[CH:26][CH:25]=2)[C:8]([F:12])=[CH:7][C:3]=1[C:4]([NH2:6])=[O:5], predict the reactants needed to synthesize it. The reactants are: [Cl:1][C:2]1[N:10]=[C:9](Cl)[C:8]([F:12])=[CH:7][C:3]=1[C:4]([NH2:6])=[O:5].[CH3:13][N:14]1[CH2:19][CH2:18][N:17]([C:20]2[CH:26]=[CH:25][C:23]([NH2:24])=[CH:22][CH:21]=2)[CH2:16][CH2:15]1.C[Si]([N-][Si](C)(C)C)(C)C.[Li+]. (3) The reactants are: C(=O)([O-])[O-].[Ca+2].[NH2:6][C:7]1[CH:12]=[C:11]([C:13]([F:16])([F:15])[F:14])[C:10]([C:17]2[CH:22]=[CH:21][C:20]([S:23]([N:26]3[CH2:30][CH2:29][CH2:28][C@H:27]3[C:31]([O:33][C:34]([CH3:37])([CH3:36])[CH3:35])=[O:32])(=[O:25])=[O:24])=[CH:19][CH:18]=2)=[C:9]([Cl:38])[CH:8]=1.ClCCl.O.[C:43](Cl)(Cl)=[S:44].Cl. Given the product [Cl:38][C:9]1[CH:8]=[C:7]([N:6]=[C:43]=[S:44])[CH:12]=[C:11]([C:13]([F:14])([F:16])[F:15])[C:10]=1[C:17]1[CH:18]=[CH:19][C:20]([S:23]([N:26]2[CH2:30][CH2:29][CH2:28][C@H:27]2[C:31]([O:33][C:34]([CH3:35])([CH3:37])[CH3:36])=[O:32])(=[O:25])=[O:24])=[CH:21][CH:22]=1, predict the reactants needed to synthesize it. (4) Given the product [O:19]1[CH2:20][CH2:21][O:22][CH2:23][CH:18]1[C:17]1[C:11]2[S:10][C:9]([NH:8][C:6](=[O:7])[C:5]3[CH:26]=[CH:27][N:28]=[C:3]([CH2:2][N:35]4[CH2:40][CH2:39][O:38][CH2:37][CH2:36]4)[CH:4]=3)=[N:13][C:12]=2[C:14]([O:24][CH3:25])=[CH:15][CH:16]=1, predict the reactants needed to synthesize it. The reactants are: Cl[CH2:2][C:3]1[CH:4]=[C:5]([CH:26]=[CH:27][N:28]=1)[C:6]([NH:8][C:9]1[S:10][C:11]2[C:17]([CH:18]3[CH2:23][O:22][CH2:21][CH2:20][O:19]3)=[CH:16][CH:15]=[C:14]([O:24][CH3:25])[C:12]=2[N:13]=1)=[O:7].C(=O)([O-])[O-].[Cs+].[Cs+].[NH:35]1[CH2:40][CH2:39][O:38][CH2:37][CH2:36]1. (5) Given the product [Cl:1][C:2]1[CH:7]=[CH:6][N:5]=[CH:4][C:3]=1[C:8]([O:10][CH3:12])=[O:9], predict the reactants needed to synthesize it. The reactants are: [Cl:1][C:2]1[CH:7]=[CH:6][N:5]=[CH:4][C:3]=1[C:8]([OH:10])=[O:9].[Si](C=[N+]=[N-])(C)(C)[CH3:12].